Dataset: Catalyst prediction with 721,799 reactions and 888 catalyst types from USPTO. Task: Predict which catalyst facilitates the given reaction. (1) The catalyst class is: 83. Product: [NH:1]1[C:5]2=[N:6][CH:7]=[C:8]([O:10][C:11]3[CH:20]=[C:19]([N:21]4[CH2:26][CH2:25][N:24]([CH2:27][C:28]5[CH2:29][C:30]6([CH2:41][CH2:42][C:43]=5[C:44]5[CH:45]=[CH:46][C:47]([Cl:50])=[CH:48][CH:49]=5)[CH2:35][CH2:34][N:33]([CH:36]([CH2:37][F:38])[CH2:39][F:40])[CH2:32][CH2:31]6)[CH2:23][CH2:22]4)[CH:18]=[CH:17][C:12]=3[C:13]([OH:15])=[O:14])[CH:9]=[C:4]2[CH:3]=[CH:2]1. Reactant: [NH:1]1[C:5]2=[N:6][CH:7]=[C:8]([O:10][C:11]3[CH:20]=[C:19]([N:21]4[CH2:26][CH2:25][N:24]([CH2:27][C:28]5[CH2:29][C:30]6([CH2:41][CH2:42][C:43]=5[C:44]5[CH:49]=[CH:48][C:47]([Cl:50])=[CH:46][CH:45]=5)[CH2:35][CH2:34][N:33]([CH:36]([CH2:39][F:40])[CH2:37][F:38])[CH2:32][CH2:31]6)[CH2:23][CH2:22]4)[CH:18]=[CH:17][C:12]=3[C:13]([O:15]C)=[O:14])[CH:9]=[C:4]2[CH:3]=[CH:2]1.O[Li].O.Cl. (2) Reactant: [CH:1]1[CH:6]=[CH:5][C:4]([NH:7][C:8]2[CH:13]=[CH:12][C:11]([N:14]=[O:15])=[CH:10][CH:9]=2)=[CH:3][CH:2]=1.C(N(CC)CC)C.[C:23](Cl)(=[O:30])[C:24]1[CH:29]=[CH:28][CH:27]=[CH:26][CH:25]=1. Product: [C:23]([O:15][N:14]=[C:11]1[CH:12]=[CH:13][C:8](=[N:7][C:4]2[CH:3]=[CH:2][CH:1]=[CH:6][CH:5]=2)[CH:9]=[CH:10]1)(=[O:30])[C:24]1[CH:29]=[CH:28][CH:27]=[CH:26][CH:25]=1. The catalyst class is: 11. (3) Reactant: [CH3:1][O:2][C:3]1[CH:8]=[CH:7][C:6]([CH:9]([C:42]2[CH:47]=[CH:46][C:45]([O:48][CH3:49])=[CH:44][CH:43]=2)[O:10][CH:11]([C:36]2[CH:41]=[CH:40][CH:39]=[CH:38][CH:37]=2)[CH:12]2[CH:16]([OH:17])[CH2:15][N:14]([C:18](=[O:35])[CH2:19][CH2:20][CH2:21][CH2:22][CH2:23][N:24]3[C:32](=[O:33])[C:31]4[C:26](=[CH:27][CH:28]=[CH:29][CH:30]=4)[C:25]3=[O:34])[CH2:13]2)=[CH:5][CH:4]=1.[C:50]1(=[O:56])[O:55][C:53](=[O:54])[CH2:52][CH2:51]1.C(N(CC)CC)C. Product: [CH3:49][O:48][C:45]1[CH:46]=[CH:47][C:42]([CH:9]([C:6]2[CH:5]=[CH:4][C:3]([O:2][CH3:1])=[CH:8][CH:7]=2)[O:10][CH:11]([C:36]2[CH:37]=[CH:38][CH:39]=[CH:40][CH:41]=2)[CH:12]2[CH2:13][N:14]([C:18](=[O:35])[CH2:19][CH2:20][CH2:21][CH2:22][CH2:23][N:24]3[C:32](=[O:33])[C:31]4[C:26](=[CH:27][CH:28]=[CH:29][CH:30]=4)[C:25]3=[O:34])[CH2:15][CH:16]2[O:17][C:50](=[O:56])[CH2:51][CH2:52][C:53]([OH:55])=[O:54])=[CH:43][CH:44]=1. The catalyst class is: 166. (4) Reactant: [CH:1]([C:3]1[CH:8]=[CH:7][N:6]=[C:5]([C:9]([NH:11][CH3:12])=[O:10])[CH:4]=1)=[O:2].O1CCC[CH2:14]1.C[Mg]Br.C(=O)(O)[O-].[Na+]. Product: [OH:2][CH:1]([C:3]1[CH:8]=[CH:7][N:6]=[C:5]([C:9]([NH:11][CH3:12])=[O:10])[CH:4]=1)[CH3:14]. The catalyst class is: 13. (5) Reactant: [Br:1][C:2]1[C:3]([O:21]C)=[C:4]([C:17]([O:19]C)=[O:18])[C:5]2[N:6]=[CH:7][C:8]([C:12]3[S:13][CH:14]=[CH:15][CH:16]=3)=[N:9][C:10]=2[CH:11]=1.B(Br)(Br)Br. Product: [Br:1][C:2]1[C:3]([OH:21])=[C:4]([C:17]([OH:19])=[O:18])[C:5]2[N:6]=[CH:7][C:8]([C:12]3[S:13][CH:14]=[CH:15][CH:16]=3)=[N:9][C:10]=2[CH:11]=1. The catalyst class is: 4.